Predict the product of the given reaction. From a dataset of Forward reaction prediction with 1.9M reactions from USPTO patents (1976-2016). (1) Given the reactants [C:1]1([OH:7])C=CC=CC=1.[C:8]1([CH:15]=[CH:14][CH:13]=[C:11](O)[CH:10]=1)[OH:9].C1(C=CC(O)=CC=1)O.OC1C=CC(C(C2C=CC(O)=CC=2)(C)C)=CC=1.BrC1C=C(C(C2C=C(Br)C(O)=C(Br)C=2)(C)C)C=C(Br)C=1O.C1C(O)=CC=C(S(C2C=CC(O)=CC=2)(=O)=O)C=1, predict the reaction product. The product is: [CH2:1]=[O:7].[C:8]1([OH:9])[CH:15]=[CH:14][CH:13]=[CH:11][CH:10]=1. (2) Given the reactants [C:1](=[C:4]1[C:12]2[C:7](=[CH:8][CH:9]=[CH:10][C:11]=2[O:13][CH3:14])[NH:6][C:5]1=[O:15])([CH3:3])[CH3:2], predict the reaction product. The product is: [CH:1]([CH:4]1[C:12]2[C:7](=[CH:8][CH:9]=[CH:10][C:11]=2[O:13][CH3:14])[NH:6][C:5]1=[O:15])([CH3:3])[CH3:2]. (3) Given the reactants [CH3:1][Mg]I.[C:4]([O:8][C:9]([N:11]1[CH2:15][CH2:14][CH:13]([CH:16]=[O:17])[CH2:12]1)=[O:10])([CH3:7])([CH3:6])[CH3:5], predict the reaction product. The product is: [C:4]([O:8][C:9]([N:11]1[CH2:15][CH2:14][CH:13]([CH:16]([OH:17])[CH3:1])[CH2:12]1)=[O:10])([CH3:7])([CH3:6])[CH3:5]. (4) Given the reactants P(Br)(Br)[Br:2].[CH3:5][C:6]1[CH:13]=[CH:12][CH:11]=[C:10]([N+:14]([O-:16])=[O:15])[C:7]=1[CH2:8]O, predict the reaction product. The product is: [CH3:5][C:6]1[CH:13]=[CH:12][CH:11]=[C:10]([N+:14]([O-:16])=[O:15])[C:7]=1[CH2:8][Br:2]. (5) Given the reactants [NH2:1][CH:2]1[CH2:7][CH2:6][N:5](C(OC(C)(C)C)=O)[CH2:4][CH2:3]1.[CH3:15][O:16][C:17]1[CH:18]=[C:19]([CH:23]=[CH:24][CH:25]=1)[C:20](Cl)=[O:21].Cl.[OH-].[Na+], predict the reaction product. The product is: [CH3:15][O:16][C:17]1[CH:18]=[C:19]([CH:23]=[CH:24][CH:25]=1)[C:20]([NH:1][CH:2]1[CH2:3][CH2:4][NH:5][CH2:6][CH2:7]1)=[O:21]. (6) Given the reactants S(Cl)([Cl:4])(=O)=O.[CH3:6][C:7]1([CH3:14])[O:12][C:11](=[O:13])[CH:10]=[CH:9][O:8]1.O, predict the reaction product. The product is: [Cl:4][C:10]1[C:11](=[O:13])[O:12][C:7]([CH3:14])([CH3:6])[O:8][CH:9]=1.